This data is from Reaction yield outcomes from USPTO patents with 853,638 reactions. The task is: Predict the reaction yield, written as a fraction of the theoretical maximum amount of product (1.0 means a 100% yield; for example, 0.34 means a 34% yield). (1) The reactants are [C:1]([O:5][C:6]([N:8]1[CH2:12][C@H:11]([O:13][C:14]2[C:23]3[C:18](=[CH:19][CH:20]=[CH:21][CH:22]=3)[C:17]([O:24][CH3:25])=[CH:16][N:15]=2)[CH2:10][C@H:9]1[C:26](O)=[O:27])=[O:7])([CH3:4])([CH3:3])[CH3:2].CN(C(ON1N=NC2C=CC=NC1=2)=[N+](C)C)C.F[P-](F)(F)(F)(F)F.CCN(C(C)C)C(C)C.Cl.[NH2:63][C@:64]1([C:69]([NH:71][S:72]([CH:75]2[CH2:77][CH2:76]2)(=[O:74])=[O:73])=[O:70])[CH2:66][C@H:65]1[CH:67]=[CH2:68]. The catalyst is ClCCl. The product is [CH:75]1([S:72]([NH:71][C:69]([C@@:64]2([NH:63][C:26]([C@@H:9]3[CH2:10][C@@H:11]([O:13][C:14]4[C:23]5[C:18](=[CH:19][CH:20]=[CH:21][CH:22]=5)[C:17]([O:24][CH3:25])=[CH:16][N:15]=4)[CH2:12][N:8]3[C:6]([O:5][C:1]([CH3:2])([CH3:3])[CH3:4])=[O:7])=[O:27])[CH2:66][C@H:65]2[CH:67]=[CH2:68])=[O:70])(=[O:74])=[O:73])[CH2:77][CH2:76]1. The yield is 0.764. (2) The reactants are [CH2:1]([NH:3][C:4]([NH:6][C:7]1[CH:8]=[C:9]([CH:11]=[CH:12][CH:13]=1)[NH2:10])=[O:5])[CH3:2].Cl[C:15]1[N:20]=[C:19](Cl)[C:18]([F:22])=[CH:17][N:16]=1. No catalyst specified. The product is [CH2:1]([NH:3][C:4]([NH:6][C:7]1[CH:8]=[C:9]([NH:10][C:15]2[N:20]=[C:19]([NH:10][C:9]3[CH:11]=[CH:12][CH:13]=[C:7]([NH:6][C:4]([NH:3][CH2:1][CH3:2])=[O:5])[CH:8]=3)[C:18]([F:22])=[CH:17][N:16]=2)[CH:11]=[CH:12][CH:13]=1)=[O:5])[CH3:2]. The yield is 0.660.